Dataset: Catalyst prediction with 721,799 reactions and 888 catalyst types from USPTO. Task: Predict which catalyst facilitates the given reaction. (1) Reactant: [F:1][C:2]1[CH:7]=[CH:6][C:5]([OH:8])=[C:4]([CH3:9])[C:3]=1[NH:10][CH2:11][C:12]1[CH:17]=[C:16]([CH3:18])[CH:15]=[C:14]([C:19]2[CH:24]=[CH:23][CH:22]=[C:21]([F:25])[CH:20]=2)[CH:13]=1.C([O-])([O-])=O.[Cs+].[Cs+].Br[CH2:33][C:34]([O:36][CH:37]([CH3:39])[CH3:38])=[O:35].O. Product: [F:1][C:2]1[CH:7]=[CH:6][C:5]([O:8][CH2:33][C:34]([O:36][CH:37]([CH3:39])[CH3:38])=[O:35])=[C:4]([CH3:9])[C:3]=1[NH:10][CH2:11][C:12]1[CH:17]=[C:16]([CH3:18])[CH:15]=[C:14]([C:19]2[CH:24]=[CH:23][CH:22]=[C:21]([F:25])[CH:20]=2)[CH:13]=1. The catalyst class is: 3. (2) Reactant: [OH-].[K+].C([O:5][C:6]([C:8]1[CH:9]=[N:10][N:11]([CH3:31])[C:12]=1[C:13](=[O:30])[NH:14][C:15]1[CH:20]=[CH:19][N:18]2[CH:21]=[C:22]([C:24]3[CH:29]=[CH:28][CH:27]=[CH:26][CH:25]=3)[N:23]=[C:17]2[CH:16]=1)=[O:7])C. Product: [CH3:31][N:11]1[C:12]([C:13](=[O:30])[NH:14][C:15]2[CH:20]=[CH:19][N:18]3[CH:21]=[C:22]([C:24]4[CH:29]=[CH:28][CH:27]=[CH:26][CH:25]=4)[N:23]=[C:17]3[CH:16]=2)=[C:8]([C:6]([OH:7])=[O:5])[CH:9]=[N:10]1. The catalyst class is: 8.